Task: Predict the reaction yield, written as a fraction of the theoretical maximum amount of product (1.0 means a 100% yield; for example, 0.34 means a 34% yield).. Dataset: Reaction yield outcomes from USPTO patents with 853,638 reactions (1) The reactants are C(OC([NH:8][C@H:9]([C:14](O)=[O:15])[CH2:10][CH:11]([CH3:13])[CH3:12])=O)(C)(C)C.[F:17][C:18]([F:31])([F:30])[C:19]1[CH:20]=[C:21]([CH:23]=[C:24]([C:26]([F:29])([F:28])[F:27])[CH:25]=1)[NH2:22]. No catalyst specified. The product is [NH2:8][C@@H:9]([CH2:10][CH:11]([CH3:13])[CH3:12])[C:14]([NH:22][C:21]1[CH:20]=[C:19]([C:18]([F:30])([F:31])[F:17])[CH:25]=[C:24]([C:26]([F:27])([F:28])[F:29])[CH:23]=1)=[O:15]. The yield is 0.252. (2) The reactants are Br[C:2]1[C:7]([Cl:8])=[CH:6][C:5]([NH:9][C:10]2[N:14]=[C:13]([NH2:15])[NH:12][N:11]=2)=[CH:4][C:3]=1[Cl:16].[CH3:17][C:18]1([CH3:40])[O:22][CH:21]([CH2:23][O:24][C:25]2[CH:30]=[CH:29][C:28](B3OC(C)(C)C(C)(C)O3)=[CH:27][CH:26]=2)[CH2:20][O:19]1.O1CCOCC1.O.C(=O)([O-])[O-].[K+].[K+]. The catalyst is [Pd].C1(P(C2C=CC=CC=2)C2C=CC=CC=2)C=CC=CC=1.C1(P(C2C=CC=CC=2)C2C=CC=CC=2)C=CC=CC=1.C1(P(C2C=CC=CC=2)C2C=CC=CC=2)C=CC=CC=1.C1(P(C2C=CC=CC=2)C2C=CC=CC=2)C=CC=CC=1.C(Cl)Cl.CO. The product is [Cl:16][C:3]1[CH:4]=[C:5]([NH:9][C:10]2[N:14]=[C:13]([NH2:15])[NH:12][N:11]=2)[CH:6]=[C:7]([Cl:8])[C:2]=1[C:28]1[CH:29]=[CH:30][C:25]([O:24][CH2:23][CH:21]2[CH2:20][O:19][C:18]([CH3:40])([CH3:17])[O:22]2)=[CH:26][CH:27]=1. The yield is 0.115. (3) The reactants are [F:1][C:2]1[CH:3]=[C:4]([NH2:9])[CH:5]=[CH:6][C:7]=1[CH3:8].[S:10](C#N)[C:11]#[N:12].[K].BrBr.[OH-].[NH4+]. The catalyst is C(O)(=O)C. The product is [F:1][C:2]1[C:7]([CH3:8])=[CH:6][C:5]2[S:10][C:11]([NH2:12])=[N:9][C:4]=2[CH:3]=1. The yield is 0.980. (4) The reactants are [Br:1][C:2]1[CH:12]=[CH:11][C:5]([C:6]([O:8][CH2:9][CH3:10])=[O:7])=[CH:4][C:3]=1[CH2:13]Br.[O-:15][CH2:16][CH3:17].[Na+]. The catalyst is C(O)C.CN(C=O)C. The product is [Br:1][C:2]1[CH:12]=[CH:11][C:5]([C:6]([O:8][CH2:9][CH3:10])=[O:7])=[CH:4][C:3]=1[CH2:13][O:15][CH2:16][CH3:17]. The yield is 0.840. (5) The reactants are [CH:1]1([O:6][C:7]2[N:12]=[CH:11][C:10]([NH2:13])=[CH:9][CH:8]=2)[CH2:5][CH2:4][CH2:3][CH2:2]1.Cl[C:15]([O:17][C:18]1[CH:23]=[CH:22][C:21]([N+:24]([O-:26])=[O:25])=[CH:20][CH:19]=1)=[O:16]. The catalyst is C1COCC1. The product is [N+:24]([C:21]1[CH:20]=[CH:19][C:18]([O:17][C:15](=[O:16])[NH:13][C:10]2[CH:11]=[N:12][C:7]([O:6][CH:1]3[CH2:2][CH2:3][CH2:4][CH2:5]3)=[CH:8][CH:9]=2)=[CH:23][CH:22]=1)([O-:26])=[O:25]. The yield is 0.770. (6) The reactants are [CH:1]1[C:10]2[C:5](=[CH:6][C:7]([C:11]([C@@H:13]3[C@@H:18]([CH3:19])[CH2:17][CH2:16][CH2:15][C:14]3([CH3:21])[CH3:20])=[O:12])=[CH:8][CH:9]=2)[CH:4]=[CH:3][N:2]=1.[OH-].[Na+]. The catalyst is C(O)(=O)C.ClCCl.[Pt](=O)=O. The product is [CH2:1]1[C:10]2[C:5](=[CH:6][C:7]([C:11]([C@@H:13]3[C@@H:18]([CH3:19])[CH2:17][CH2:16][CH2:15][C:14]3([CH3:20])[CH3:21])=[O:12])=[CH:8][CH:9]=2)[CH2:4][CH2:3][NH:2]1. The yield is 0.720. (7) The reactants are [O:1]=[C:2]1[C:7]2=[CH:8][C:9]3[CH:10]=[CH:11][C:12]([C:15](O)=O)=[CH:13][C:14]=3[N:6]2[C:5]2([CH2:20][CH2:19][CH2:18]2)[CH2:4][NH:3]1.[N+:21]([C:24]1[CH:25]=[C:26]([NH2:31])[C:27]([NH2:30])=[CH:28][CH:29]=1)([O-:23])=[O:22]. The catalyst is CS(O)(=O)=O.C(=O)(O)[O-].[Na+]. The product is [N+:21]([C:24]1[CH:29]=[CH:28][C:27]2[NH:30][C:15]([C:12]3[CH:11]=[CH:10][C:9]4[CH:8]=[C:7]5[C:2](=[O:1])[NH:3][CH2:4][C:5]6([CH2:20][CH2:19][CH2:18]6)[N:6]5[C:14]=4[CH:13]=3)=[N:31][C:26]=2[CH:25]=1)([O-:23])=[O:22]. The yield is 0.450. (8) The reactants are Br[C:2]1[C:7]2[S:8][C:9]([C:11]3[C:16]([Cl:17])=[CH:15][CH:14]=[CH:13][C:12]=3[Cl:18])=[N:10][C:6]=2[CH:5]=[CH:4][N:3]=1.C1(C(C2C=CC=CC=2)=[NH:26])C=CC=CC=1.C1C=CC(P(C2C(C3C(P(C4C=CC=CC=4)C4C=CC=CC=4)=CC=C4C=3C=CC=C4)=C3C(C=CC=C3)=CC=2)C2C=CC=CC=2)=CC=1.CC(C)([O-])C.[Na+]. The catalyst is C1C=CC(/C=C/C(/C=C/C2C=CC=CC=2)=O)=CC=1.C1C=CC(/C=C/C(/C=C/C2C=CC=CC=2)=O)=CC=1.C1C=CC(/C=C/C(/C=C/C2C=CC=CC=2)=O)=CC=1.[Pd].[Pd].C1(C)C=CC=CC=1. The product is [Cl:18][C:12]1[CH:13]=[CH:14][CH:15]=[C:16]([Cl:17])[C:11]=1[C:9]1[S:8][C:7]2[C:2]([NH2:26])=[N:3][CH:4]=[CH:5][C:6]=2[N:10]=1. The yield is 0.387. (9) The reactants are C[Si]([C:5]#[N:6])(C)C.[NH2:7][C:8]1[CH:13]=[CH:12][C:11]([CH3:14])=[CH:10][CH:9]=1.[F:15][CH2:16][C:17](=O)[CH3:18]. The catalyst is ClCCl. The product is [F:15][CH2:16][C:17]([CH3:18])([NH:7][C:8]1[CH:13]=[CH:12][C:11]([CH3:14])=[CH:10][CH:9]=1)[C:5]#[N:6]. The yield is 0.930. (10) The reactants are [F:1][C:2]1[CH:3]=[CH:4][C:5]([N+:11]([O-])=O)=[C:6]([CH:10]=1)[C:7]([OH:9])=[O:8]. The catalyst is C(O)C.[Pd]. The product is [NH2:11][C:5]1[CH:4]=[CH:3][C:2]([F:1])=[CH:10][C:6]=1[C:7]([OH:9])=[O:8]. The yield is 0.980.